Task: Predict the product of the given reaction.. Dataset: Forward reaction prediction with 1.9M reactions from USPTO patents (1976-2016) (1) Given the reactants [CH2:1]([O:3][C:4]([CH:6]=P(C1C=CC=CC=1)(C1C=CC=CC=1)C1C=CC=CC=1)=[O:5])[CH3:2].[Cl:26][C:27]1[CH:32]=[CH:31][C:30]([C:33]2[CH:34]=[CH:35][C:36]([CH:39]=O)=[N:37][CH:38]=2)=[CH:29][CH:28]=1, predict the reaction product. The product is: [Cl:26][C:27]1[CH:28]=[CH:29][C:30]([C:33]2[CH:34]=[CH:35][C:36](/[CH:39]=[CH:6]/[C:4]([O:3][CH2:1][CH3:2])=[O:5])=[N:37][CH:38]=2)=[CH:31][CH:32]=1. (2) Given the reactants [NH:1]1[CH2:4][CH:3]([N:5]2[CH:9]=[CH:8][N:7]=[C:6]2[C:10]2[S:11][C:12]3[CH2:13][CH2:14][O:15][C:16]4[CH:23]=[C:22]([C:24]5[CH:25]=[N:26][N:27]([CH2:29][C:30]([CH3:33])([OH:32])[CH3:31])[CH:28]=5)[CH:21]=[CH:20][C:17]=4[C:18]=3[N:19]=2)[CH2:2]1.CN(C)[CH:36]=[O:37].[CH:39](N(CC)C(C)C)(C)C.F[P-](F)(F)(F)(F)F.C[N+](C)=C(N(C)C)ON1C2N=CC=CC=2N=N1, predict the reaction product. The product is: [OH:32][C:30]([CH3:33])([CH3:31])[CH2:29][N:27]1[CH:28]=[C:24]([C:22]2[CH:21]=[CH:20][C:17]3[C:18]4[N:19]=[C:10]([C:6]5[N:5]([CH:3]6[CH2:4][N:1]([C:36](=[O:37])[CH3:39])[CH2:2]6)[CH:9]=[CH:8][N:7]=5)[S:11][C:12]=4[CH2:13][CH2:14][O:15][C:16]=3[CH:23]=2)[CH:25]=[N:26]1. (3) Given the reactants [CH3:1][O:2][CH2:3][C@@H:4]([NH:6][C:7]([C:9]1[C:17]2[C:12](=[N:13][CH:14]=[C:15](Br)[N:16]=2)[N:11]([CH2:19][O:20][CH2:21][CH2:22][Si:23]([CH3:26])([CH3:25])[CH3:24])[CH:10]=1)=[O:8])[CH3:5].I[C:28]1[N:32]2[CH:33]=[CH:34][C:35]([C:37]#[N:38])=[CH:36][C:31]2=[N:30][CH:29]=1, predict the reaction product. The product is: [CH3:1][O:2][CH2:3][C@@H:4]([NH:6][C:7]([C:9]1[C:17]2[C:12](=[N:13][CH:14]=[C:15]([C:28]3[N:32]4[CH:33]=[CH:34][C:35]([C:37]#[N:38])=[CH:36][C:31]4=[N:30][CH:29]=3)[N:16]=2)[N:11]([CH2:19][O:20][CH2:21][CH2:22][Si:23]([CH3:26])([CH3:25])[CH3:24])[CH:10]=1)=[O:8])[CH3:5]. (4) Given the reactants Cl.[NH2:2][C@@H:3]1[CH2:5][C@H:4]1[C:6]1[CH:11]=[CH:10][C:9]([NH:12][C:13]([C:15]2[CH:20]=[CH:19][C:18]([C:21]3[CH:26]=[CH:25][CH:24]=[CH:23][CH:22]=3)=[CH:17][CH:16]=2)=[O:14])=[CH:8][CH:7]=1.[CH:27](=O)[C:28]1[CH:33]=[CH:32][CH:31]=[CH:30][CH:29]=1.C(=O)([O-])O.[Na+].[BH4-].[Na+], predict the reaction product. The product is: [CH2:27]([NH:2][C@@H:3]1[CH2:5][C@H:4]1[C:6]1[CH:7]=[CH:8][C:9]([NH:12][C:13]([C:15]2[CH:20]=[CH:19][C:18]([C:21]3[CH:26]=[CH:25][CH:24]=[CH:23][CH:22]=3)=[CH:17][CH:16]=2)=[O:14])=[CH:10][CH:11]=1)[C:28]1[CH:33]=[CH:32][CH:31]=[CH:30][CH:29]=1. (5) The product is: [Cl:18][C:19]([Cl:26])([Cl:25])[CH2:20][O:21][C:22]([N:2]1[CH2:3][CH2:4][C:5]2[C:10](=[CH:9][CH:8]=[CH:7][CH:6]=2)[CH2:1]1)=[O:23]. Given the reactants [CH2:1]1[C:10]2[C:5](=[CH:6][CH:7]=[CH:8][CH:9]=2)[CH2:4][CH2:3][NH:2]1.C(N(CC)CC)C.[Cl:18][C:19]([Cl:26])([Cl:25])[CH2:20][O:21][C:22](Cl)=[O:23], predict the reaction product.